This data is from Catalyst prediction with 721,799 reactions and 888 catalyst types from USPTO. The task is: Predict which catalyst facilitates the given reaction. (1) Reactant: Cl[C:2]1[N:7]=[N:6][CH:5]=[C:4]2[O:8][CH2:9][CH2:10][CH2:11][C:3]=12.C(N(CC)C(C)C)(C)C.[CH3:21][O:22][C:23]1[CH:30]=[C:29]([O:31][CH3:32])[CH:28]=[CH:27][C:24]=1[CH2:25][NH2:26]. Product: [CH3:21][O:22][C:23]1[CH:30]=[C:29]([O:31][CH3:32])[CH:28]=[CH:27][C:24]=1[CH2:25][NH:26][C:2]1[N:7]=[N:6][CH:5]=[C:4]2[O:8][CH2:9][CH2:10][CH2:11][C:3]=12. The catalyst class is: 32. (2) The catalyst class is: 13. Reactant: CN(C)C=O.[Cl:6][C:7]1[N:15]=[C:14]2[C:10]([N:11]=[CH:12][NH:13]2)=[C:9]([N:16]2[CH2:21][CH2:20][O:19][CH2:18][C@@H:17]2[CH3:22])[N:8]=1.I[CH2:24][CH:25]([CH3:27])[CH3:26].C(=O)([O-])[O-].[K+].[K+]. Product: [Cl:6][C:7]1[N:15]=[C:14]2[C:10]([N:11]=[CH:12][N:13]2[CH2:24][CH:25]([CH3:27])[CH3:26])=[C:9]([N:16]2[CH2:21][CH2:20][O:19][CH2:18][C@@H:17]2[CH3:22])[N:8]=1.